Regression/Classification. Given a drug SMILES string, predict its absorption, distribution, metabolism, or excretion properties. Task type varies by dataset: regression for continuous measurements (e.g., permeability, clearance, half-life) or binary classification for categorical outcomes (e.g., BBB penetration, CYP inhibition). Dataset: cyp3a4_veith. From a dataset of CYP3A4 inhibition data for predicting drug metabolism from PubChem BioAssay. (1) The drug is O=C(O)CCCSc1ccccc1. The result is 0 (non-inhibitor). (2) The molecule is O=c1c(-c2ccc(F)c(F)c2)nc2cncnc2n1Cc1ccc(F)cc1. The result is 1 (inhibitor). (3) The molecule is CC(C)=C[C@H]1[C@@H](COC(=O)c2ccccc2Cl)C1(C)C. The result is 0 (non-inhibitor). (4) The drug is CCCNC(=O)OC[C@H]1O[C@@H](CCO/N=C2/C[C@@H](O)[C@@H](O)[C@@H]3[C@@H]4C(=O)N(CC)C(=O)[C@H]4CC[C@@H]23)C=C[C@@H]1Oc1ccc(OC)cc1. The result is 1 (inhibitor). (5) The drug is Cn1c(=O)c2[nH]cnc2n(C)c1=O.O. The result is 0 (non-inhibitor).